Predict the reactants needed to synthesize the given product. From a dataset of Full USPTO retrosynthesis dataset with 1.9M reactions from patents (1976-2016). (1) Given the product [Cl:1][C:2]1[C:3]2[CH:13]=[CH:12][CH:11]=[CH:10][C:4]=2[S:5][C:6]=1[CH2:7][OH:8], predict the reactants needed to synthesize it. The reactants are: [Cl:1][C:2]1[C:3]2[CH:13]=[CH:12][CH:11]=[CH:10][C:4]=2[S:5][C:6]=1[C:7](O)=[O:8]. (2) Given the product [CH2:1]([N:8]1[CH2:13][CH2:12][CH:11]([NH:15][C:16]2[CH:17]=[C:18]3[C:22](=[CH:23][CH:24]=2)[NH:21][N:20]=[CH:19]3)[CH2:10][CH2:9]1)[C:2]1[CH:7]=[CH:6][CH:5]=[CH:4][CH:3]=1, predict the reactants needed to synthesize it. The reactants are: [CH2:1]([N:8]1[CH2:13][CH2:12][C:11](=O)[CH2:10][CH2:9]1)[C:2]1[CH:7]=[CH:6][CH:5]=[CH:4][CH:3]=1.[NH2:15][C:16]1[CH:17]=[C:18]2[C:22](=[CH:23][CH:24]=1)[NH:21][N:20]=[CH:19]2.C(O)(=O)C.[OH-].[Na+]. (3) The reactants are: Br[C:2]1[CH:7]=[CH:6][C:5]([CH2:8][NH2:9])=[CH:4][CH:3]=1.B(O)(O)[C:11]1[CH:16]=[CH:15][N:14]=[C:13]([CH3:17])[CH:12]=1.[O-]P([O-])([O-])=O.[K+].[K+].[K+].COC1C=CC=C(OC)C=1C1C=CC=CC=1P(C1CCCCC1)C1CCCCC1.N#N. Given the product [CH3:17][C:13]1[CH:12]=[C:11]([C:2]2[CH:7]=[CH:6][C:5]([CH2:8][NH2:9])=[CH:4][CH:3]=2)[CH:16]=[CH:15][N:14]=1, predict the reactants needed to synthesize it. (4) The reactants are: FC(F)(F)S(O[C:7]1[C:16]2[C:11](=[CH:12][C:13]([C:17]#[N:18])=[CH:14][CH:15]=2)[CH2:10][CH2:9][CH:8]=1)(=O)=O.C1(P(C2C=CC=CC=2)C2C=CC=CC=2)C=CC=CC=1.C1([O-])C=CC=CC=1.[K+].[B:48]1([B:48]2[O:52][C:51]([CH3:54])([CH3:53])[C:50]([CH3:56])([CH3:55])[O:49]2)[O:52][C:51]([CH3:54])([CH3:53])[C:50]([CH3:56])([CH3:55])[O:49]1. Given the product [CH3:55][C:50]1([CH3:56])[C:51]([CH3:54])([CH3:53])[O:52][B:48]([C:7]2[C:16]3[CH:15]=[CH:14][C:13]([C:17]#[N:18])=[CH:12][C:11]=3[CH2:10][CH2:9][CH:8]=2)[O:49]1, predict the reactants needed to synthesize it. (5) Given the product [ClH:20].[CH3:30][O:31][CH2:32][CH2:33][N:34]([CH2:35][CH2:36][O:37][CH3:38])[CH2:19][CH2:18][O:17][C:14]1[CH:15]=[C:16]2[C:11](=[CH:12][CH:13]=1)[O:10][C:9]([C:21]1[N:26]=[CH:25][N:24]3[CH:27]=[CH:28][CH:29]=[C:23]3[CH:22]=1)=[CH:8][C:7]2=[N:6][OH:5], predict the reactants needed to synthesize it. The reactants are: C([O:5][N:6]=[C:7]1[C:16]2[C:11](=[CH:12][CH:13]=[C:14]([O:17][CH2:18][CH2:19][Cl:20])[CH:15]=2)[O:10][C:9]([C:21]2[N:26]=[CH:25][N:24]3[CH:27]=[CH:28][CH:29]=[C:23]3[CH:22]=2)=[CH:8]1)(C)(C)C.[CH3:30][O:31][CH2:32][CH2:33][NH:34][CH2:35][CH2:36][O:37][CH3:38]. (6) The reactants are: [F:1][C:2]1[CH:7]=[CH:6][C:5]([C:8]2[C:19](=[O:20])[N:18]([CH:21]([CH3:23])[CH3:22])[C:11]3[N:12]=[C:13](SC)[N:14]=[CH:15][C:10]=3[CH:9]=2)=[CH:4][C:3]=1[N+:24]([O-:26])=[O:25].C1C=C(Cl)C=C(C(OO)=O)C=1.[NH3:38]. Given the product [NH2:38][C:13]1[N:14]=[CH:15][C:10]2[CH:9]=[C:8]([C:5]3[CH:6]=[CH:7][C:2]([F:1])=[C:3]([N+:24]([O-:26])=[O:25])[CH:4]=3)[C:19](=[O:20])[N:18]([CH:21]([CH3:23])[CH3:22])[C:11]=2[N:12]=1, predict the reactants needed to synthesize it. (7) Given the product [O:7]=[C:2]1[CH:3]=[N:4][CH:5]=[CH:6][N:1]1[CH2:11][C:12]([OH:14])=[O:13], predict the reactants needed to synthesize it. The reactants are: [NH:1]1[CH:6]=[CH:5][N:4]=[CH:3][C:2]1=[O:7].[OH-].[Na+].Cl[CH2:11][C:12]([OH:14])=[O:13].Cl.